From a dataset of Forward reaction prediction with 1.9M reactions from USPTO patents (1976-2016). Predict the product of the given reaction. (1) Given the reactants Br[C:2]1[CH:7]=[C:6]([F:8])[C:5]([OH:9])=[C:4]([Cl:10])[CH:3]=1.C(=O)=O.CC(C)=O.C[Si](Cl)(C)C.C([O:25][B:26](OCC)[O:27]CC)C, predict the reaction product. The product is: [Cl:10][C:4]1[CH:3]=[C:2]([B:26]([OH:27])[OH:25])[CH:7]=[C:6]([F:8])[C:5]=1[OH:9]. (2) Given the reactants [F:1][C:2]([F:21])([F:20])[C:3]1[CH:4]=[C:5]([S:9]([N:12]2[CH2:17][CH2:16][CH:15]([O:18][NH2:19])[CH2:14][CH2:13]2)(=[O:11])=[O:10])[CH:6]=[CH:7][CH:8]=1.ON1C2C=CC=CC=2N=N1.[F:32][C:33]1[CH:41]=[CH:40][C:36]([C:37](O)=[O:38])=[CH:35][CH:34]=1.C(N(CC)C(C)C)(C)C, predict the reaction product. The product is: [F:32][C:33]1[CH:41]=[CH:40][C:36]([C:37]([NH:19][O:18][CH:15]2[CH2:14][CH2:13][N:12]([S:9]([C:5]3[CH:6]=[CH:7][CH:8]=[C:3]([C:2]([F:1])([F:20])[F:21])[CH:4]=3)(=[O:11])=[O:10])[CH2:17][CH2:16]2)=[O:38])=[CH:35][CH:34]=1.